Dataset: Catalyst prediction with 721,799 reactions and 888 catalyst types from USPTO. Task: Predict which catalyst facilitates the given reaction. (1) Reactant: [NH:1]1[C:10]2[C:5](=[CH:6][CH:7]=[CH:8][CH:9]=2)[CH2:4][CH2:3][CH2:2]1.C[O:12][C:13](=[O:16])[CH:14]=[CH2:15].[Li+].[OH-].Cl. Product: [N:1]1([CH2:15][CH2:14][C:13]([OH:16])=[O:12])[C:10]2[C:5](=[CH:6][CH:7]=[CH:8][CH:9]=2)[CH2:4][CH2:3][CH2:2]1. The catalyst class is: 404. (2) Reactant: [N:1]([C:3]1[C:4]([NH2:16])=[N:5][C:6]([NH2:15])=[N:7][C:8]=1[O:9][CH2:10][CH:11]([CH3:14])[CH2:12][CH3:13])=O.[ClH:17]. Product: [ClH:17].[ClH:17].[CH3:14][CH:11]([CH2:12][CH3:13])[CH2:10][O:9][C:8]1[N:7]=[C:6]([NH2:15])[N:5]=[C:4]([NH2:16])[C:3]=1[NH2:1]. The catalyst class is: 29. (3) Product: [S:33]1[CH:34]=[CH:35][CH:36]=[C:32]1[CH2:31][NH:30][C:26]1[CH:25]=[C:24]([C:23]2[C:18]3[C:19](=[N:20][C:15]([NH:14][CH:11]4[CH2:12][CH2:13][CH:8]([NH2:7])[CH2:9][CH2:10]4)=[N:16][CH:17]=3)[NH:21][N:22]=2)[CH:29]=[CH:28][CH:27]=1. Reactant: C(OC(=O)[NH:7][CH:8]1[CH2:13][CH2:12][CH:11]([NH:14][C:15]2[N:20]=[C:19]3[N:21](COCC[Si](C)(C)C)[N:22]=[C:23]([C:24]4[CH:29]=[CH:28][CH:27]=[C:26]([NH:30][CH2:31][C:32]5[S:33][CH:34]=[CH:35][CH:36]=5)[CH:25]=4)[C:18]3=[CH:17][N:16]=2)[CH2:10][CH2:9]1)(C)(C)C.C(O)(C(F)(F)F)=O. The catalyst class is: 4. (4) Reactant: [F:1][C:2]1([F:18])[CH2:7][CH2:6][CH2:5][C@H:4]([NH:8][C@@H](C2C=CC=CC=2)C)[C@H:3]1[OH:17]. Product: [NH2:8][C@H:4]1[C@H:3]([OH:17])[C:2]([F:18])([F:1])[CH2:7][CH2:6][CH2:5]1. The catalyst class is: 105. (5) Reactant: [Cl:1][C:2]1[CH:7]=[CH:6][C:5]([F:8])=[C:4]([Cl:9])[CH:3]=1.[Cl-].[Al+3].[Cl-].[Cl-].[C:14](OC(=O)C)(=[O:16])[CH3:15]. Product: [CH3:15][C:14]([C:7]1[C:2]([Cl:1])=[CH:3][C:4]([Cl:9])=[C:5]([F:8])[CH:6]=1)=[O:16]. The catalyst class is: 33. (6) Reactant: [C:1]([BH3-])#[N:2].[Na+].N1[C:13]2[C:8](=[CH:9][C:10]([C:14]3[N:18]([C:19]4[CH:24]=[CH:23][C:22]([S:25]([NH2:28])(=[O:27])=[O:26])=[CH:21][CH:20]=4)[N:17]=[C:16]([C:29]([F:32])([F:31])[F:30])[CH:15]=3)=[CH:11][CH:12]=2)[CH2:7][CH2:6]1.Cl.[CH2:34]=O. Product: [CH3:34][NH:28][S:25]([C:22]1[CH:23]=[CH:24][C:19]([N:18]2[C:14]([C:10]3[CH:9]=[C:8]4[C:13](=[CH:12][CH:11]=3)[N:2]([CH3:1])[CH2:6][CH2:7]4)=[CH:15][C:16]([C:29]([F:30])([F:32])[F:31])=[N:17]2)=[CH:20][CH:21]=1)(=[O:27])=[O:26]. The catalyst class is: 5. (7) The catalyst class is: 24. Reactant: [Br:1][C:2]1[CH:11]=[C:10]2[C:5]([C:6]([NH:15][CH2:16][CH2:17][CH2:18][CH2:19][Cl:20])=[C:7]([N+:12]([O-])=O)[CH:8]=[N:9]2)=[CH:4][CH:3]=1.S(S([O-])=O)([O-])=O.[Na+].[Na+]. Product: [Br:1][C:2]1[CH:11]=[C:10]2[C:5]([C:6]([NH:15][CH2:16][CH2:17][CH2:18][CH2:19][Cl:20])=[C:7]([NH2:12])[CH:8]=[N:9]2)=[CH:4][CH:3]=1. (8) Reactant: [Cl:1][C:2]1[N:12]=[CH:11][C:10]([CH2:13][N:14]2[C:18]([CH3:19])=[C:17]([C:20]3[CH:25]=[CH:24][C:23]([C:26]#[N:27])=[C:22]([Cl:28])[CH:21]=3)[C:16]([CH3:29])=[N:15]2)=[CH:9][C:3]=1C(OCC)=O.C[Mg]Br.C(O)(=O)[CH2:34][C:35](CC(O)=O)([C:37](O)=O)[OH:36]. Product: [Cl:28][C:22]1[CH:21]=[C:20]([C:17]2[C:16]([CH3:29])=[N:15][N:14]([CH2:13][C:10]3[CH:11]=[N:12][C:2]([Cl:1])=[C:3]([C:35]([OH:36])([CH3:37])[CH3:34])[CH:9]=3)[C:18]=2[CH3:19])[CH:25]=[CH:24][C:23]=1[C:26]#[N:27]. The catalyst class is: 1. (9) Reactant: [N+:1]([C:4]1[CH:5]=[N:6][NH:7][CH:8]=1)([O-:3])=[O:2].[C:9]([O:13][C:14](O[C:14]([O:13][C:9]([CH3:12])([CH3:11])[CH3:10])=[O:15])=[O:15])([CH3:12])([CH3:11])[CH3:10]. Product: [N+:1]([C:4]1[CH:5]=[N:6][N:7]([C:14]([O:13][C:9]([CH3:12])([CH3:11])[CH3:10])=[O:15])[CH:8]=1)([O-:3])=[O:2]. The catalyst class is: 143. (10) Product: [S:12]1[C:9]2[CH2:10][CH2:11][NH:5][CH2:6][CH2:7][C:8]=2[N:14]=[C:13]1[C:15]1[N:20]=[CH:19][C:18]([C:21]#[N:22])=[CH:17][CH:16]=1. Reactant: FC(F)(F)C([N:5]1[CH2:11][CH2:10][C:9]2[S:12][C:13]([C:15]3[N:20]=[CH:19][C:18]([C:21]#[N:22])=[CH:17][CH:16]=3)=[N:14][C:8]=2[CH2:7][CH2:6]1)=O.C(=O)([O-])[O-].[Na+].[Na+].Cl. The catalyst class is: 38.